Dataset: Merck oncology drug combination screen with 23,052 pairs across 39 cell lines. Task: Regression. Given two drug SMILES strings and cell line genomic features, predict the synergy score measuring deviation from expected non-interaction effect. (1) Drug 1: N.N.O=C(O)C1(C(=O)O)CCC1.[Pt]. Drug 2: Cn1c(=O)n(-c2ccc(C(C)(C)C#N)cc2)c2c3cc(-c4cnc5ccccc5c4)ccc3ncc21. Cell line: SKMES1. Synergy scores: synergy=19.3. (2) Drug 1: CCc1c2c(nc3ccc(O)cc13)-c1cc3c(c(=O)n1C2)COC(=O)C3(O)CC. Drug 2: Cn1cc(-c2cnn3c(N)c(Br)c(C4CCCNC4)nc23)cn1. Cell line: MSTO. Synergy scores: synergy=8.76. (3) Drug 1: NC(=O)c1cccc2cn(-c3ccc(C4CCCNC4)cc3)nc12. Drug 2: NC1(c2ccc(-c3nc4ccn5c(=O)[nH]nc5c4cc3-c3ccccc3)cc2)CCC1. Cell line: SW837. Synergy scores: synergy=33.3. (4) Drug 1: O=S1(=O)NC2(CN1CC(F)(F)F)C1CCC2Cc2cc(C=CCN3CCC(C(F)(F)F)CC3)ccc2C1. Drug 2: COC1=C2CC(C)CC(OC)C(O)C(C)C=C(C)C(OC(N)=O)C(OC)C=CC=C(C)C(=O)NC(=CC1=O)C2=O. Cell line: SKMES1. Synergy scores: synergy=14.6.